From a dataset of NCI-60 drug combinations with 297,098 pairs across 59 cell lines. Regression. Given two drug SMILES strings and cell line genomic features, predict the synergy score measuring deviation from expected non-interaction effect. (1) Drug 1: C1C(C(OC1N2C=C(C(=O)NC2=O)F)CO)O. Drug 2: C1CC(C1)(C(=O)O)C(=O)O.[NH2-].[NH2-].[Pt+2]. Cell line: SNB-75. Synergy scores: CSS=17.7, Synergy_ZIP=-9.23, Synergy_Bliss=-2.40, Synergy_Loewe=0.287, Synergy_HSA=0.900. (2) Drug 1: CS(=O)(=O)C1=CC(=C(C=C1)C(=O)NC2=CC(=C(C=C2)Cl)C3=CC=CC=N3)Cl. Drug 2: CN(C)C1=NC(=NC(=N1)N(C)C)N(C)C. Cell line: NCIH23. Synergy scores: CSS=-0.787, Synergy_ZIP=0.460, Synergy_Bliss=-1.22, Synergy_Loewe=-3.03, Synergy_HSA=-2.93. (3) Drug 1: CC(C1=C(C=CC(=C1Cl)F)Cl)OC2=C(N=CC(=C2)C3=CN(N=C3)C4CCNCC4)N. Drug 2: CNC(=O)C1=NC=CC(=C1)OC2=CC=C(C=C2)NC(=O)NC3=CC(=C(C=C3)Cl)C(F)(F)F. Cell line: PC-3. Synergy scores: CSS=29.3, Synergy_ZIP=-8.36, Synergy_Bliss=-2.46, Synergy_Loewe=-2.97, Synergy_HSA=-2.12. (4) Drug 1: C1CN1C2=NC(=NC(=N2)N3CC3)N4CC4. Drug 2: C1=C(C(=O)NC(=O)N1)N(CCCl)CCCl. Cell line: HCT-15. Synergy scores: CSS=40.0, Synergy_ZIP=-13.3, Synergy_Bliss=-6.96, Synergy_Loewe=-10.8, Synergy_HSA=-2.95.